Dataset: Hepatocyte clearance measurements from AstraZeneca. Task: Regression/Classification. Given a drug SMILES string, predict its absorption, distribution, metabolism, or excretion properties. Task type varies by dataset: regression for continuous measurements (e.g., permeability, clearance, half-life) or binary classification for categorical outcomes (e.g., BBB penetration, CYP inhibition). For this dataset (clearance_hepatocyte_az), we predict log10(clearance) (log10 of the in vitro intrinsic clearance, CLint, in uL/min per 10^6 hepatocytes; values are censored to the assay range of 3 to 150, which is 0.477 to 2.18 on this log10 scale). The log10(clearance) is 1.57. The molecule is CC(C)(Cc1cccc(CC(=O)NCc2cccc(-c3ccc(O)cc3)c2)c1)NC[C@H](O)c1ccc(O)c(NS(C)(=O)=O)c1.